From a dataset of Forward reaction prediction with 1.9M reactions from USPTO patents (1976-2016). Predict the product of the given reaction. The product is: [F:21][C:18]([F:19])([F:20])[CH2:17][CH2:16][CH2:15][O:14][C:11]1[CH:12]=[CH:13][C:8]([C:2]([C:3]2([C:4]([O:6][CH3:7])=[O:5])[CH2:30][CH2:29]2)=[O:1])=[CH:9][CH:10]=1. Given the reactants [O:1]=[C:2]([C:8]1[CH:13]=[CH:12][C:11]([O:14][CH2:15][CH2:16][CH2:17][C:18]([F:21])([F:20])[F:19])=[CH:10][CH:9]=1)[CH2:3][C:4]([O:6][CH3:7])=[O:5].C([O-])([O-])=O.[K+].[K+].Br[CH2:29][CH2:30]Br, predict the reaction product.